Dataset: Forward reaction prediction with 1.9M reactions from USPTO patents (1976-2016). Task: Predict the product of the given reaction. (1) The product is: [CH3:38][O:37][C:27]1[CH:26]=[C:25]([NH:11][C:9]2[N:10]=[C:5]3[C:4]([C:12]4[CH:17]=[CH:16][C:15]([N:18]5[CH2:23][CH2:22][O:21][CH2:20][CH2:19]5)=[CH:14][CH:13]=4)=[CH:3][C:2]([CH3:1])=[CH:7][N:6]3[N:8]=2)[CH:30]=[CH:29][C:28]=1[N:31]1[CH:35]=[C:34]([CH3:36])[N:33]=[CH:32]1. Given the reactants [CH3:1][C:2]1[CH:3]=[C:4]([C:12]2[CH:17]=[CH:16][C:15]([N:18]3[CH2:23][CH2:22][O:21][CH2:20][CH2:19]3)=[CH:14][CH:13]=2)[C:5]2[N:6]([N:8]=[C:9]([NH2:11])[N:10]=2)[CH:7]=1.Br[C:25]1[CH:30]=[CH:29][C:28]([N:31]2[CH:35]=[C:34]([CH3:36])[N:33]=[CH:32]2)=[C:27]([O:37][CH3:38])[CH:26]=1.C(Cl)Cl, predict the reaction product. (2) Given the reactants [F:1][C:2]1[CH:7]=[C:6]([F:8])[CH:5]=[CH:4][C:3]=1/[CH:9]=[CH:10]/[C:11]1[CH:16]=[CH:15][C:14]([S:17]([C:20]2[CH:27]=[CH:26][CH:25]=[CH:24][C:21]=2[C:22]#[N:23])(=[O:19])=[O:18])=[CH:13][CH:12]=1.[OH-:28].[Na+].O.Cl, predict the reaction product. The product is: [F:1][C:2]1[CH:7]=[C:6]([F:8])[CH:5]=[CH:4][C:3]=1/[CH:9]=[CH:10]/[C:11]1[CH:12]=[CH:13][C:14]([S:17]([C:20]2[CH:27]=[CH:26][CH:25]=[CH:24][C:21]=2[C:22]([NH2:23])=[O:28])(=[O:18])=[O:19])=[CH:15][CH:16]=1. (3) The product is: [CH3:35][C:18]1[N:19]=[C:20]([C:22]2[CH:27]=[CH:26][C:25]([O:28][CH2:29][CH:30]([CH3:32])[CH3:31])=[C:24]([C:33]#[N:34])[CH:23]=2)[S:21][C:17]=1[C:15]([OH:16])=[O:14]. Given the reactants O.O.O.O.O.O.O.O.[OH-].[Ba+2].[OH-].C([O:14][C:15]([C:17]1[S:21][C:20]([C:22]2[CH:27]=[CH:26][C:25]([O:28][CH2:29][CH:30]([CH3:32])[CH3:31])=[C:24]([C:33]#[N:34])[CH:23]=2)=[N:19][C:18]=1[CH3:35])=[O:16])C.Cl, predict the reaction product. (4) Given the reactants Br[CH2:2][C:3]1[CH:12]=[C:11]2[C:6]([C:7]([C:14]3[CH:19]=[CH:18][C:17]([F:20])=[CH:16][CH:15]=3)=[CH:8][C:9](=[O:13])[O:10]2)=[CH:5][CH:4]=1.C[N+]1([O-])CC[O:25]CC1, predict the reaction product. The product is: [F:20][C:17]1[CH:18]=[CH:19][C:14]([C:7]2[C:6]3[C:11](=[CH:12][C:3]([CH:2]=[O:25])=[CH:4][CH:5]=3)[O:10][C:9](=[O:13])[CH:8]=2)=[CH:15][CH:16]=1. (5) Given the reactants Cl[C:2]1[CH:9]=[CH:8][C:7]([N+:10]([O-])=O)=[CH:6][C:3]=1[C:4]#[N:5].[N:19]1([N:19]2[CH2:24][CH2:23][CH2:22][CH2:21][CH2:20]2)[CH2:24][CH2:23][CH2:22][CH2:21][CH2:20]1, predict the reaction product. The product is: [NH2:10][C:7]1[CH:8]=[CH:9][C:2]([N:19]2[CH2:24][CH2:23][CH:22]([N:19]3[CH2:20][CH2:21][CH2:22][CH2:23][CH2:24]3)[CH2:21][CH2:20]2)=[C:3]([CH:6]=1)[C:4]#[N:5]. (6) The product is: [Cl:38][C:34]1[C:33]([F:39])=[C:32]([CH:37]=[CH:36][CH:35]=1)[CH2:31][N:9]1[C:5]2=[N:6][C:7]([CH3:8])=[C:2]([F:1])[CH:3]=[C:4]2[C:11]([C:12]2[N:13]=[N:14][C:15]3[C:20]([CH3:21])([CH3:22])[C:19](=[O:23])[NH:18][C:16]=3[N:17]=2)=[N:10]1. Given the reactants [F:1][C:2]1[CH:3]=[C:4]2[C:11]([C:12]3[N:13]=[N:14][C:15]4[C:20]([CH3:22])([CH3:21])[C:19](=[O:23])[NH:18][C:16]=4[N:17]=3)=[N:10][NH:9][C:5]2=[N:6][C:7]=1[CH3:8].C(=O)([O-])[O-].[Cs+].[Cs+].Br[CH2:31][C:32]1[CH:37]=[CH:36][CH:35]=[C:34]([Cl:38])[C:33]=1[F:39], predict the reaction product. (7) Given the reactants Cl.[Cl:2][C:3]1[CH:8]=[C:7]([C:9]2[CH:14]=[CH:13][CH:12]=[C:11]([Cl:15])[CH:10]=2)[N:6]=[C:5]2[CH2:16][CH2:17][CH2:18][C:4]=12.[OH:19][CH2:20][CH2:21][CH2:22][C:23]1[CH:24]=[C:25](B(O)O)[CH:26]=[CH:27][CH:28]=1.C([O-])([O-])=O.[Na+].[Na+], predict the reaction product. The product is: [ClH:2].[Cl:15][C:11]1[CH:10]=[C:9]([C:7]2[N:6]=[C:5]3[CH2:16][CH2:17][CH2:18][C:4]3=[C:3]([C:27]3[CH:28]=[C:23]([CH2:22][CH2:21][CH2:20][OH:19])[CH:24]=[CH:25][CH:26]=3)[CH:8]=2)[CH:14]=[CH:13][CH:12]=1. (8) Given the reactants [OH:1][C@H:2]([C:26]1[CH:31]=[CH:30][C:29]([OH:32])=[C:28]([CH2:33][OH:34])[CH:27]=1)[CH2:3][NH:4][CH2:5][CH2:6][CH2:7][CH2:8][CH2:9][CH2:10][CH2:11][O:12][CH2:13][CH2:14][CH2:15][C:16]1[CH:17]=[C:18]([S:22]([NH2:25])(=[O:24])=[O:23])[CH:19]=[CH:20][CH:21]=1.[CH:35]1[C:44]2[C:39](=[CH:40][CH:41]=[CH:42][CH:43]=2)[CH:38]=[CH:37][C:36]=1/[CH:45]=[CH:46]/[C:47]([OH:49])=[O:48], predict the reaction product. The product is: [CH:35]1[C:44]2[C:39](=[CH:40][CH:41]=[CH:42][CH:43]=2)[CH:38]=[CH:37][C:36]=1/[CH:45]=[CH:46]/[C:47]([OH:49])=[O:48].[OH:1][C@H:2]([C:26]1[CH:31]=[CH:30][C:29]([OH:32])=[C:28]([CH2:33][OH:34])[CH:27]=1)[CH2:3][NH:4][CH2:5][CH2:6][CH2:7][CH2:8][CH2:9][CH2:10][CH2:11][O:12][CH2:13][CH2:14][CH2:15][C:16]1[CH:17]=[C:18]([S:22]([NH2:25])(=[O:24])=[O:23])[CH:19]=[CH:20][CH:21]=1. (9) The product is: [C:4]([O:3][C:1]([N:8]1[CH2:13][CH2:12][CH:11]([N:14]2[CH2:26][CH2:25][O:24][C:22]2=[O:23])[CH2:10][CH2:9]1)=[O:2])([CH3:7])([CH3:6])[CH3:5]. Given the reactants [C:1]([N:8]1[CH2:13][CH2:12][CH:11]([NH2:14])[CH2:10][CH2:9]1)([O:3][C:4]([CH3:7])([CH3:6])[CH3:5])=[O:2].C(=O)([O-])[O-].[K+].[K+].Cl[C:22]([O:24][CH2:25][CH2:26]Cl)=[O:23], predict the reaction product.